From a dataset of Catalyst prediction with 721,799 reactions and 888 catalyst types from USPTO. Predict which catalyst facilitates the given reaction. (1) Reactant: [NH2:1][C:2]1[CH:3]=[C:4]([CH:7]=[CH:8][C:9]=1[NH:10][CH2:11][CH3:12])[C:5]#[N:6].[F:13][C:14]1[CH:15]=[C:16]([N:20]2[C:24]([CH2:25][C:26](O)=O)=[CH:23][CH:22]=[N:21]2)[CH:17]=[CH:18][CH:19]=1.Cl.CN(C)CCCN=C=NCC. Product: [CH2:11]([N:10]1[C:9]2[CH:8]=[CH:7][C:4]([C:5]#[N:6])=[CH:3][C:2]=2[N:1]=[C:26]1[CH2:25][C:24]1[N:20]([C:16]2[CH:17]=[CH:18][CH:19]=[C:14]([F:13])[CH:15]=2)[N:21]=[CH:22][CH:23]=1)[CH3:12]. The catalyst class is: 17. (2) Reactant: Br[C:2]1[CH:3]=[N:4][C:5]([N:8]2[CH2:13][CH2:12][O:11][CH2:10][CH2:9]2)=[N:6][CH:7]=1.[I-:14].[Na+].CNCCNC. Product: [I:14][C:2]1[CH:3]=[N:4][C:5]([N:8]2[CH2:13][CH2:12][O:11][CH2:10][CH2:9]2)=[N:6][CH:7]=1. The catalyst class is: 830.